This data is from Reaction yield outcomes from USPTO patents with 853,638 reactions. The task is: Predict the reaction yield, written as a fraction of the theoretical maximum amount of product (1.0 means a 100% yield; for example, 0.34 means a 34% yield). (1) The reactants are Cl.ClCC([NH:6][CH2:7][C:8]1[CH:13]=[C:12]([F:14])[CH:11]=[C:10]([F:15])[C:9]=1[OH:16])=O.C(=O)(O)[O-].[Na+]. The catalyst is C(O)C. The product is [OH:16][C:9]1[C:10]([F:15])=[CH:11][C:12]([F:14])=[CH:13][C:8]=1[CH2:7][NH2:6]. The yield is 0.920. (2) No catalyst specified. The reactants are [Br:1][C:2]1[CH:3]=[C:4](F)[C:5]([N+:9]([O-:11])=[O:10])=[C:6]([F:8])[CH:7]=1.[OH-:13].[K+].[CH3:15]O. The yield is 0.630. The product is [Br:1][C:2]1[CH:3]=[C:4]([O:13][CH3:15])[C:5]([N+:9]([O-:11])=[O:10])=[C:6]([F:8])[CH:7]=1.